This data is from Forward reaction prediction with 1.9M reactions from USPTO patents (1976-2016). The task is: Predict the product of the given reaction. The product is: [NH2:1][C:2]1[C:11]([CH2:12][CH2:13][O:14][CH2:15][CH3:16])=[CH:10][C:5]([C:6]([O:8][CH3:9])=[O:7])=[C:4]([Cl:17])[CH:3]=1. Given the reactants [NH2:1][C:2]1[C:11]([CH:12]=[CH:13][O:14][CH2:15][CH3:16])=[CH:10][C:5]([C:6]([O:8][CH3:9])=[O:7])=[C:4]([Cl:17])[CH:3]=1, predict the reaction product.